From a dataset of Full USPTO retrosynthesis dataset with 1.9M reactions from patents (1976-2016). Predict the reactants needed to synthesize the given product. (1) Given the product [F:57][C:30]1[C:29]([CH2:28][CH2:27][OH:26])=[CH:56][CH:55]=[CH:54][C:31]=1[CH2:32][N:33]1[CH2:34][CH2:35][C:36]2([O:41][CH2:40][CH2:39][N:38]([C:42]([C:44]3[N:45]=[C:46]([CH:49]([CH3:51])[CH3:50])[S:47][CH:48]=3)=[O:43])[CH2:37]2)[CH2:52][CH2:53]1, predict the reactants needed to synthesize it. The reactants are: CCCC[N+](CCCC)(CCCC)CCCC.[F-].[Si]([O:26][CH2:27][CH2:28][C:29]1[C:30]([F:57])=[C:31]([CH:54]=[CH:55][CH:56]=1)[CH2:32][N:33]1[CH2:53][CH2:52][C:36]2([O:41][CH2:40][CH2:39][N:38]([C:42]([C:44]3[N:45]=[C:46]([CH:49]([CH3:51])[CH3:50])[S:47][CH:48]=3)=[O:43])[CH2:37]2)[CH2:35][CH2:34]1)(C(C)(C)C)(C)C. (2) The reactants are: [OH:1][C:2]1[CH:7]=[CH:6][C:5]([C:8]2[CH:13]=[CH:12][C:11]([N+:14]([O-:16])=[O:15])=[CH:10][CH:9]=2)=[CH:4][CH:3]=1.C(=O)([O-])[O-].[K+].[K+].I[CH2:24][CH2:25][CH3:26]. Given the product [N+:14]([C:11]1[CH:12]=[CH:13][C:8]([C:5]2[CH:4]=[CH:3][C:2]([O:1][CH2:24][CH2:25][CH3:26])=[CH:7][CH:6]=2)=[CH:9][CH:10]=1)([O-:16])=[O:15], predict the reactants needed to synthesize it. (3) Given the product [C:1]([C:3]1[C:4]([C:22]2[CH:27]=[CH:26][C:25]([N:28]3[CH2:29][CH2:30][N:31]([C:34]([O:36][C:37]([CH3:40])([CH3:39])[CH3:38])=[O:35])[CH2:32][CH2:33]3)=[CH:24][CH:23]=2)=[C:5]2[C:20]([CH3:21])=[N:19][NH:18][C:6]2=[N:7][C:8]=1[C:9]1[C:14]([F:15])=[CH:13][CH:12]=[C:11]([F:16])[C:10]=1[F:17])#[N:2], predict the reactants needed to synthesize it. The reactants are: [C:1]([C:3]1[CH:4]([C:22]2[CH:27]=[CH:26][C:25]([N:28]3[CH2:33][CH2:32][N:31]([C:34]([O:36][C:37]([CH3:40])([CH3:39])[CH3:38])=[O:35])[CH2:30][CH2:29]3)=[CH:24][CH:23]=2)[C:5]2[C:20]([CH3:21])=[N:19][NH:18][C:6]=2[NH:7][C:8]=1[C:9]1[C:14]([F:15])=[CH:13][CH:12]=[C:11]([F:16])[C:10]=1[F:17])#[N:2]. (4) Given the product [CH2:2]([C:1]12[CH2:13][CH:7]([CH2:12][CH2:11]1)[CH:8]=[CH:9]2)[CH2:3][CH2:4][CH2:5][CH2:6][CH3:15], predict the reactants needed to synthesize it. The reactants are: [CH2:1]=[CH:2][CH2:3][CH2:4][CH2:5][CH3:6].[C:7]1([CH3:13])[CH:12]=[CH:11]C=[CH:9][CH:8]=1.F[C:15]1C([B-](C2C(F)=C(F)C(F)=C(F)C=2F)(C2C(F)=C(F)C(F)=C(F)C=2F)C2C(F)=C(F)C(F)=C(F)C=2F)=C(F)C(F)=C(F)C=1F.C[NH+](C)C1C=CC=CC=1.ClCCl. (5) Given the product [OH:14][CH:9]1[CH2:10][CH2:11][CH2:12][CH2:13][CH:8]1[NH:7][C:1](=[O:6])[CH:2]([CH3:4])[CH3:3], predict the reactants needed to synthesize it. The reactants are: [C:1]([OH:6])(=O)[CH:2]([CH3:4])[CH3:3].[NH2:7][CH:8]1[CH2:13][CH2:12][CH2:11][CH2:10][CH:9]1[OH:14].